This data is from Full USPTO retrosynthesis dataset with 1.9M reactions from patents (1976-2016). The task is: Predict the reactants needed to synthesize the given product. (1) Given the product [CH2:28]([O:30][C:31]1[CH:32]=[C:33]([C:18]2[CH:19]=[CH:20][C:15]([O:14][CH2:13][CH2:12][N:4]([CH2:3][C@H:2]([OH:1])[C:22]3[CH:27]=[CH:26][CH:25]=[CH:24][CH:23]=3)[C:5](=[O:11])[O:6][C:7]([CH3:10])([CH3:9])[CH3:8])=[CH:16][CH:17]=2)[CH:34]=[CH:35][C:36]=1[C:37]([NH:39][S:40]([CH3:43])(=[O:42])=[O:41])=[O:38])[CH3:29], predict the reactants needed to synthesize it. The reactants are: [OH:1][C@H:2]([C:22]1[CH:27]=[CH:26][CH:25]=[CH:24][CH:23]=1)[CH2:3][N:4]([CH2:12][CH2:13][O:14][C:15]1[CH:20]=[CH:19][C:18](I)=[CH:17][CH:16]=1)[C:5](=[O:11])[O:6][C:7]([CH3:10])([CH3:9])[CH3:8].[CH2:28]([O:30][C:31]1[CH:32]=[C:33](B(O)O)[CH:34]=[CH:35][C:36]=1[C:37]([NH:39][S:40]([CH3:43])(=[O:42])=[O:41])=[O:38])[CH3:29].ClCCl.C(=O)([O-])[O-].[Na+].[Na+]. (2) Given the product [F:14][C:3]1[C:2](/[CH:22]=[CH:21]/[C:15]2[CH:20]=[CH:19][CH:18]=[CH:17][CH:16]=2)=[C:11]2[C:6]([CH:7]=[CH:8][C:9]([O:12][CH3:13])=[N:10]2)=[N:5][CH:4]=1, predict the reactants needed to synthesize it. The reactants are: Br[C:2]1[C:3]([F:14])=[CH:4][N:5]=[C:6]2[C:11]=1[N:10]=[C:9]([O:12][CH3:13])[CH:8]=[CH:7]2.[C:15]1(/[CH:21]=[CH:22]/B(O)O)[CH:20]=[CH:19][CH:18]=[CH:17][CH:16]=1.C([O-])([O-])=O.[K+].[K+]. (3) Given the product [CH3:29][C@H:24]1[CH2:25][CH2:26][CH2:27][C@@H:15]([CH3:16])[N:23]1[CH2:32][CH2:38][O:41][C:26]1[CH:25]=[C:24]2[C:29]([C:21]([C:2]3[CH:11]=[CH:10][C:9]4[C:4](=[CH:5][CH:6]=[CH:7][CH:8]=4)[CH:3]=3)=[N:22][N:23]2[CH:32]2[CH2:37][CH2:36][CH2:35][CH2:34][O:33]2)=[CH:28][C:27]=1[C:30]#[N:31], predict the reactants needed to synthesize it. The reactants are: Br[C:2]1[CH:3]=[C:4]2[C:9](=[CH:10][CH:11]=1)[CH:8]=[CH:7][CH:6]=[CH:5]2.ClCCl.[C:15]([O-])(=O)[CH3:16].[K+].Br[C:21]1[C:29]2[C:24](=[CH:25][CH:26]=[C:27]([C:30]#[N:31])[CH:28]=2)[N:23]([CH:32]2[CH2:37][CH2:36][CH2:35][CH2:34][O:33]2)[N:22]=1.[C:38](=[O:41])([O-])[O-].[K+].[K+]. (4) Given the product [CH2:1]([O:8][C:9]1[CH:18]=[CH:17][C:16]([Br:24])=[C:15]2[C:10]=1[CH:11]=[CH:12][N:13]=[CH:14]2)[C:2]1[CH:3]=[CH:4][CH:5]=[CH:6][CH:7]=1, predict the reactants needed to synthesize it. The reactants are: [CH2:1]([O:8][C:9]1[CH:18]=[CH:17][CH:16]=[C:15]2[C:10]=1[CH:11]=[CH:12][N:13]=[CH:14]2)[C:2]1[CH:7]=[CH:6][CH:5]=[CH:4][CH:3]=1.CC([O-])=O.[Na+].[Br:24]Br.C([O-])([O-])=O.[K+].[K+]. (5) Given the product [F:10][C:7]([F:8])([F:9])[C:6]([N:24]1[C@@H:25]2[C@@H:20]([C:19]3[CH:28]=[CH:29][C:16]([O:15][CH3:14])=[CH:17][C:18]=3[CH2:27][CH2:26]2)[CH2:21][CH2:22][CH2:23]1)=[O:11], predict the reactants needed to synthesize it. The reactants are: [F:8][C:7]([F:10])([F:9])[C:6](O[C:6](=[O:11])[C:7]([F:10])([F:9])[F:8])=[O:11].[CH3:14][O:15][C:16]1[CH:29]=[CH:28][C:19]2[C@@H:20]3[C@H:25]([CH2:26][CH2:27][C:18]=2[CH:17]=1)[NH:24][CH2:23][CH2:22][CH2:21]3.C(N(CC)CC)C. (6) Given the product [CH3:1][N:2]1[C:3]2[CH:8]=[CH:7][C:6]([N+:9]([O-:11])=[O:10])=[CH:5][C:4]=2[N:12]=[C:22]1[NH:21][CH2:13][CH2:14][C:15]1[CH:20]=[CH:19][CH:18]=[CH:17][CH:16]=1, predict the reactants needed to synthesize it. The reactants are: [CH3:1][NH:2][C:3]1[C:4]([NH2:12])=[CH:5][C:6]([N+:9]([O-:11])=[O:10])=[CH:7][CH:8]=1.[CH2:13]([N:21]=[C:22]=S)[CH2:14][C:15]1[CH:20]=[CH:19][CH:18]=[CH:17][CH:16]=1.